Predict the reactants needed to synthesize the given product. From a dataset of Full USPTO retrosynthesis dataset with 1.9M reactions from patents (1976-2016). (1) Given the product [CH3:12][C:13]1[CH:18]=[C:17]([N+:19]([O-:21])=[O:20])[CH:16]=[CH:15][C:14]=1[C:22]1[CH2:27][CH2:26][N:25]([C:28]([O:30][C:31]([CH3:34])([CH3:33])[CH3:32])=[O:29])[CH2:24][CH:23]=1, predict the reactants needed to synthesize it. The reactants are: BrC1C=CC([N+]([O-])=O)=CC=1C.[CH3:12][C:13]1[CH:18]=[C:17]([N+:19]([O-:21])=[O:20])[CH:16]=[CH:15][C:14]=1[C:22]1[CH2:27][CH2:26][N:25]([C:28]([O:30][C:31]([CH3:34])([CH3:33])[CH3:32])=[O:29])[CH2:24][CH:23]=1.C(OC(N1CC=C(B2OC(C)(C)C(C)(C)O2)CC1)=O)(C)(C)C.C(=O)([O-])[O-].[Na+].[Na+].O1CCOCC1. (2) Given the product [C@@H:1]1([N:10]2[C:19]3[N:18]=[CH:17][N:16]=[C:14]([NH2:15])[C:13]=3[N:12]=[CH:11]2)[O:9][C@H:6]([CH2:7][OH:8])[C@@H:4]([OH:5])[C@H:2]1[OH:3].[CH3:24][CH2:23][N:22]([CH2:25][C:26]([NH:28][C:29]1[C:34]([CH3:35])=[CH:33][CH:32]=[CH:31][C:30]=1[CH3:36])=[O:27])[CH2:21][CH3:20], predict the reactants needed to synthesize it. The reactants are: [C@@H:1]1([N:10]2[C:19]3[N:18]=[CH:17][N:16]=[C:14]([NH2:15])[C:13]=3[N:12]=[CH:11]2)[O:9][C@H:6]([CH2:7][OH:8])[C@@H:4]([OH:5])[C@H:2]1[OH:3].[CH3:20][CH2:21][N:22]([CH2:25][C:26]([NH:28][C:29]1[C:30]([CH3:36])=[CH:31][CH:32]=[CH:33][C:34]=1[CH3:35])=[O:27])[CH2:23][CH3:24].[O-]S([O-])(=O)=O.[Mg+2]. (3) The reactants are: [S:1]1[C:5]2[CH:6]=[CH:7][CH:8]=[CH:9][C:4]=2[N:3]=[CH:2]1.[Li]CCCC.[CH2:15]([Sn:19](Cl)([CH2:24][CH2:25][CH2:26][CH3:27])[CH2:20][CH2:21][CH2:22][CH3:23])[CH2:16][CH2:17][CH3:18]. Given the product [CH2:24]([Sn:19]([CH2:15][CH2:16][CH2:17][CH3:18])([CH2:20][CH2:21][CH2:22][CH3:23])[C:2]1[S:1][C:5]2[CH:6]=[CH:7][CH:8]=[CH:9][C:4]=2[N:3]=1)[CH2:25][CH2:26][CH3:27], predict the reactants needed to synthesize it. (4) Given the product [CH2:23]([C:19]1[N:20]=[N+:21]([O-:22])[C:16]2[CH:15]=[C:14]3[C:26]([CH2:27][CH:12]([CH2:11][OH:10])[CH2:13]3)=[CH:25][C:17]=2[N+:18]=1[O-:30])[CH3:24], predict the reactants needed to synthesize it. The reactants are: OO.[Si]([O:10][CH2:11][CH:12]1[CH2:27][C:26]2[C:14](=[CH:15][C:16]3[N+:21]([O-:22])=[N:20][C:19]([CH2:23][CH3:24])=[N:18][C:17]=3[CH:25]=2)[CH2:13]1)(C(C)(C)C)(C)C.CC(O)=[O:30].O. (5) The reactants are: [NH2:1][C:2]1[CH:3]=[CH:4][C:5]2[O:9][C:8]([CH2:10][CH2:11][CH2:12][CH3:13])=[C:7]([C:14](=[O:34])[C:15]3[CH:20]=[CH:19][C:18]([O:21][CH2:22][CH2:23][CH2:24][N:25]([CH2:30][CH2:31][CH2:32][CH3:33])[CH2:26][CH2:27][CH2:28][CH3:29])=[CH:17][CH:16]=3)[C:6]=2[CH:35]=1.[CH3:36][S:37]([Cl:40])(=[O:39])=[O:38]. Given the product [ClH:40].[CH2:10]([C:8]1[O:9][C:5]2[CH:4]=[CH:3][C:2]([NH:1][S:37]([CH3:36])(=[O:39])=[O:38])=[CH:35][C:6]=2[C:7]=1[C:14](=[O:34])[C:15]1[CH:20]=[CH:19][C:18]([O:21][CH2:22][CH2:23][CH2:24][N:25]([CH2:26][CH2:27][CH2:28][CH3:29])[CH2:30][CH2:31][CH2:32][CH3:33])=[CH:17][CH:16]=1)[CH2:11][CH2:12][CH3:13], predict the reactants needed to synthesize it.